From a dataset of Catalyst prediction with 721,799 reactions and 888 catalyst types from USPTO. Predict which catalyst facilitates the given reaction. (1) Reactant: [NH2:1][C:2]1[CH:3]=[C:4]([CH2:8][CH2:9][OH:10])[CH:5]=[CH:6][CH:7]=1.O1CCOCC1.[OH-].[Na+].[C:19](O[C:19]([O:21][C:22]([CH3:25])([CH3:24])[CH3:23])=[O:20])([O:21][C:22]([CH3:25])([CH3:24])[CH3:23])=[O:20]. Product: [OH:10][CH2:9][CH2:8][C:4]1[CH:3]=[C:2]([NH:1][C:19](=[O:20])[O:21][C:22]([CH3:25])([CH3:24])[CH3:23])[CH:7]=[CH:6][CH:5]=1. The catalyst class is: 6. (2) Reactant: [OH-].[Na+].Cl[O-].[Na+].[NH2:6][C:7]1[C:16]([CH3:17])=[CH:15][C:14](Br)=[CH:13][C:8]=1[C:9]([NH:11][CH3:12])=[O:10].[C-]#N.[Na+].[CH3:22][NH:23]CCNC. Product: [NH2:6][C:7]1[C:16]([CH3:17])=[CH:15][C:14]([C:22]#[N:23])=[CH:13][C:8]=1[C:9]([NH:11][CH3:12])=[O:10]. The catalyst class is: 205.